This data is from Reaction yield outcomes from USPTO patents with 853,638 reactions. The task is: Predict the reaction yield, written as a fraction of the theoretical maximum amount of product (1.0 means a 100% yield; for example, 0.34 means a 34% yield). (1) The reactants are C(OC([N:8]1[C:13]2[CH:14]=[C:15]([Cl:19])[C:16](Br)=[CH:17][C:12]=2[O:11][CH:10]([C:20]([N:22]2[CH2:27][CH2:26][C:25]([C:36]#[N:37])([CH2:28][C:29]3[CH:34]=[CH:33][C:32]([F:35])=[CH:31][CH:30]=3)[CH2:24][CH2:23]2)=[O:21])[CH2:9]1)=O)(C)(C)C.[NH:38]1[CH:42]=[CH:41][CH:40]=[CH:39]1.C(=O)([O-])[O-].[Cs+].[Cs+]. The catalyst is CN(C=O)C.[Cu](I)I. The product is [Cl:19][C:15]1[C:16]([N:38]2[CH:42]=[CH:41][CH:40]=[CH:39]2)=[CH:17][C:12]2[O:11][CH:10]([C:20]([N:22]3[CH2:27][CH2:26][C:25]([CH2:28][C:29]4[CH:34]=[CH:33][C:32]([F:35])=[CH:31][CH:30]=4)([C:36]#[N:37])[CH2:24][CH2:23]3)=[O:21])[CH2:9][NH:8][C:13]=2[CH:14]=1. The yield is 0.160. (2) The reactants are [Br:1][C:2]1[CH:3]=[C:4]2[O:8][C:7]([C:9]3[CH:14]=[CH:13][CH:12]=[CH:11][CH:10]=3)=[N:6][C:5]2=[C:15]([C:17]([OH:19])=O)[CH:16]=1.Cl.C(N=C=NCCCN(C)C)C.ON1C2C=CC=CC=2N=N1.[NH2:42][CH:43]1[CH2:50][CH:49]2[N:51]([CH3:52])[CH:45]([CH2:46][CH2:47][CH2:48]2)[CH2:44]1.C(N(CC)CC)C. The catalyst is CN(C=O)C.C(OCC)C. The product is [CH3:52][N:51]1[CH:45]2[CH2:46][CH2:47][CH2:48][CH:49]1[CH2:50][CH:43]([NH:42][C:17]([C:15]1[CH:16]=[C:2]([Br:1])[CH:3]=[C:4]3[O:8][C:7]([C:9]4[CH:10]=[CH:11][CH:12]=[CH:13][CH:14]=4)=[N:6][C:5]=13)=[O:19])[CH2:44]2. The yield is 0.340. (3) The reactants are [N+:1]([C:4]1[N:9]=[CH:8][C:7]([O:10][C:11]2[CH:12]=[C:13]([CH:15]=[CH:16][CH:17]=2)[NH2:14])=[CH:6][CH:5]=1)([O-:3])=[O:2].C(N(C(C)C)CC)(C)C.[O:27]=[C:28]1[N:32]([C:33]2[CH:38]=[CH:37][CH:36]=[CH:35][CH:34]=2)[CH2:31][CH2:30][N:29]1[C:39](Cl)=[O:40]. The catalyst is ClCCl. The product is [N+:1]([C:4]1[N:9]=[CH:8][C:7]([O:10][C:11]2[CH:12]=[C:13]([NH:14][C:39]([N:29]3[CH2:30][CH2:31][N:32]([C:33]4[CH:38]=[CH:37][CH:36]=[CH:35][CH:34]=4)[C:28]3=[O:27])=[O:40])[CH:15]=[CH:16][CH:17]=2)=[CH:6][CH:5]=1)([O-:3])=[O:2]. The yield is 0.900. (4) No catalyst specified. The yield is 0.720. The product is [CH:44]1([C:48]([NH:1][CH2:2][CH2:3][CH2:4][NH:5][C:6]([C:8]2[C:9]3[CH2:25][O:24][C:23]4[CH:22]=[C:21]([O:26][CH3:27])[C:20]([O:28][CH:29]([CH3:31])[CH3:30])=[CH:19][C:18]=4[C:10]=3[N:11]([C:13]3[CH:17]=[CH:16][S:15][CH:14]=3)[N:12]=2)=[O:7])=[O:49])[CH2:47][CH2:46][CH2:45]1. The reactants are [NH2:1][CH2:2][CH2:3][CH2:4][NH:5][C:6]([C:8]1[C:9]2[CH2:25][O:24][C:23]3[CH:22]=[C:21]([O:26][CH3:27])[C:20]([O:28][CH:29]([CH3:31])[CH3:30])=[CH:19][C:18]=3[C:10]=2[N:11]([C:13]2[CH:17]=[CH:16][S:15][CH:14]=2)[N:12]=1)=[O:7].C(Cl)Cl.C(N(CC)C(C)C)(C)C.[CH:44]1([C:48](O)=[O:49])[CH2:47][CH2:46][CH2:45]1.C(P1(=O)OP(=O)(CCC)OP(=O)(CCC)O1)CC. (5) The reactants are C(OC([NH:8][CH2:9][CH:10]1[CH2:15][CH2:14][N:13]([C:16]2[N:20]([CH3:21])[N:19]=[CH:18][C:17]=2[NH:22][C:23]([C:25]2[N:26]=[C:27](Br)[S:28][C:29]=2[NH:30]C(=O)OC(C)(C)C)=[O:24])[CH2:12][CH2:11]1)=O)CCC.[CH3:39][O:40][C:41]1[CH:42]=[C:43](B(O)O)[CH:44]=[CH:45][CH:46]=1. No catalyst specified. The product is [NH2:30][C:29]1[S:28][C:27]([C:45]2[CH:44]=[CH:43][CH:42]=[C:41]([O:40][CH3:39])[CH:46]=2)=[N:26][C:25]=1[C:23]([NH:22][C:17]1[CH:18]=[N:19][N:20]([CH3:21])[C:16]=1[N:13]1[CH2:14][CH2:15][CH:10]([CH2:9][NH2:8])[CH2:11][CH2:12]1)=[O:24]. The yield is 0.170. (6) The reactants are C(OC([N:8]1[C:17]2[C:12](=[CH:13][CH:14]=[C:15]([CH2:18][CH2:19][O:20][C:21]3[CH:22]=[CH:23][C:24]4[C:28]([CH2:29][CH2:30][C:31]([OH:33])=[O:32])=[CH:27][S:26][C:25]=4[CH:34]=3)[N:16]=2)[CH2:11][CH2:10][CH2:9]1)=O)(C)(C)C. The catalyst is C1COCC1. The product is [N:16]1[C:17]2[NH:8][CH2:9][CH2:10][CH2:11][C:12]=2[CH:13]=[CH:14][C:15]=1[CH2:18][CH2:19][O:20][C:21]1[CH:22]=[CH:23][C:24]2[C:28]([CH2:29][CH2:30][C:31]([OH:33])=[O:32])=[CH:27][S:26][C:25]=2[CH:34]=1. The yield is 0.240. (7) The product is [CH:18]1[C:12]2[N:11]3[C:7]([C@@H:6]4[C@H:2]([CH3:1])[CH2:3][C@H:4]([NH:27][C:30]5([CH2:32][C:33]#[N:34])[CH2:31][O:28][CH2:29]5)[CH2:5]4)=[CH:8][N:9]=[C:10]3[CH:15]=[N:14][C:13]=2[NH:16][CH:17]=1. The yield is 0.330. The reactants are [CH3:1][C@H:2]1[C@@H:6]([C:7]2[N:11]3[C:12]4[CH:18]=[CH:17][N:16](COCC[Si](C)(C)C)[C:13]=4[N:14]=[CH:15][C:10]3=[N:9][CH:8]=2)[CH2:5][C@@H:4]([NH2:27])[CH2:3]1.[O:28]1[CH2:31][C:30](=[CH:32][C:33]#[N:34])[CH2:29]1. The catalyst is CN(C=O)C. (8) The reactants are [C:1]([O:4][CH2:5][CH2:6][N:7]1[CH2:12][CH2:11][N:10]([S:13]([C:16]2[CH:17]=[CH:18][C:19]([O:37][CH2:38][CH2:39][CH3:40])=[C:20]([C:22]3[NH:23][C:24](=[O:36])[C:25]4[N:30]([CH2:31][CH3:32])[CH:29]=[C:28]([CH2:33][CH2:34][CH3:35])[C:26]=4[N:27]=3)[CH:21]=2)(=[O:15])=[O:14])[CH2:9][CH2:8]1)(=[O:3])[CH3:2].[OH:41][S:42]([OH:45])(=[O:44])=[O:43]. The catalyst is CCO.C1COCC1. The product is [S:42]([OH:45])([OH:44])(=[O:43])=[O:41].[C:1]([O:4][CH2:5][CH2:6][N:7]1[CH2:12][CH2:11][N:10]([S:13]([C:16]2[CH:17]=[CH:18][C:19]([O:37][CH2:38][CH2:39][CH3:40])=[C:20]([C:22]3[NH:23][C:24](=[O:36])[C:25]4[N:30]([CH2:31][CH3:32])[CH:29]=[C:28]([CH2:33][CH2:34][CH3:35])[C:26]=4[N:27]=3)[CH:21]=2)(=[O:15])=[O:14])[CH2:9][CH2:8]1)(=[O:3])[CH3:2]. The yield is 0.990. (9) The reactants are F[C:2]1[CH:9]=[CH:8][CH:7]=[C:6]([C:10]2[CH:15]=[CH:14][N:13]=[CH:12][N:11]=2)[C:3]=1[C:4]#[N:5].[Cl:16][C:17]1[CH:18]=[C:19]([CH:23]=[CH:24][C:25]=1[OH:26])[C:20]([OH:22])=[O:21].C(=O)([O-])[O-].[K+].[K+].O. The catalyst is CS(C)=O. The product is [Cl:16][C:17]1[CH:18]=[C:19]([CH:23]=[CH:24][C:25]=1[O:26][C:2]1[CH:9]=[CH:8][CH:7]=[C:6]([C:10]2[CH:15]=[CH:14][N:13]=[CH:12][N:11]=2)[C:3]=1[C:4]#[N:5])[C:20]([OH:22])=[O:21]. The yield is 0.860.